Dataset: Full USPTO retrosynthesis dataset with 1.9M reactions from patents (1976-2016). Task: Predict the reactants needed to synthesize the given product. (1) Given the product [CH:24]1([CH2:30][O:1][N:2]2[C:3](=[O:12])[C:4]3[C:5](=[CH:8][CH:9]=[CH:10][CH:11]=3)[C:6]2=[O:7])[CH2:29][CH2:28][CH2:27][CH2:26][CH2:25]1, predict the reactants needed to synthesize it. The reactants are: [OH:1][N:2]1[C:6](=[O:7])[C:5]2=[CH:8][CH:9]=[CH:10][CH:11]=[C:4]2[C:3]1=[O:12].C1CCN2C(=NCCC2)CC1.[CH:24]1([CH2:30]Br)[CH2:29][CH2:28][CH2:27][CH2:26][CH2:25]1. (2) The reactants are: [CH3:1][N:2]([CH2:20][CH2:21][C:22]1[CH:27]=[CH:26][C:25]([O:28][C:29]2[CH:34]=[CH:33][CH:32]=[CH:31][CH:30]=2)=[CH:24][CH:23]=1)[CH:3]1[CH2:8][CH2:7][N:6]([CH2:9][C:10]2[CH:19]=[CH:18][C:13]([C:14]([O:16]C)=[O:15])=[CH:12][CH:11]=2)[CH2:5][CH2:4]1.[OH-].[Li+].C(O)(C(F)(F)F)=O. Given the product [CH3:1][N:2]([CH2:20][CH2:21][C:22]1[CH:23]=[CH:24][C:25]([O:28][C:29]2[CH:30]=[CH:31][CH:32]=[CH:33][CH:34]=2)=[CH:26][CH:27]=1)[CH:3]1[CH2:4][CH2:5][N:6]([CH2:9][C:10]2[CH:19]=[CH:18][C:13]([C:14]([OH:16])=[O:15])=[CH:12][CH:11]=2)[CH2:7][CH2:8]1, predict the reactants needed to synthesize it.